From a dataset of Catalyst prediction with 721,799 reactions and 888 catalyst types from USPTO. Predict which catalyst facilitates the given reaction. Reactant: [OH:1][C:2]1[C:3]([CH3:22])=[CH:4][C:5]([N+:19]([O-])=O)=[C:6]([S:8][C:9]2[CH:14]=[CH:13][C:12]([NH:15][C:16](=[O:18])[CH3:17])=[CH:11][CH:10]=2)[CH:7]=1.[Cl-].[NH4+].O1CCCC1.O. Product: [NH2:19][C:5]1[CH:4]=[C:3]([CH3:22])[C:2]([OH:1])=[CH:7][C:6]=1[S:8][C:9]1[CH:10]=[CH:11][C:12]([NH:15][C:16](=[O:18])[CH3:17])=[CH:13][CH:14]=1. The catalyst class is: 415.